This data is from Forward reaction prediction with 1.9M reactions from USPTO patents (1976-2016). The task is: Predict the product of the given reaction. (1) Given the reactants [CH2:1]([C:8]1[CH:13]=[CH:12][C:11](Br)=[CH:10][C:9]=1[C:15]([F:18])([F:17])[F:16])[C:2]1[CH:7]=[CH:6][CH:5]=[CH:4][CH:3]=1.[B:19]1([B:19]2[O:23][C:22]([CH3:25])([CH3:24])[C:21]([CH3:27])([CH3:26])[O:20]2)[O:23][C:22]([CH3:25])([CH3:24])[C:21]([CH3:27])([CH3:26])[O:20]1, predict the reaction product. The product is: [CH2:1]([C:8]1[CH:13]=[CH:12][C:11]([B:19]2[O:23][C:22]([CH3:25])([CH3:24])[C:21]([CH3:27])([CH3:26])[O:20]2)=[CH:10][C:9]=1[C:15]([F:18])([F:17])[F:16])[C:2]1[CH:7]=[CH:6][CH:5]=[CH:4][CH:3]=1. (2) Given the reactants [F:1][C:2]1[C:7]([O:8][CH3:9])=[CH:6][C:5]([O:10][CH3:11])=[CH:4][C:3]=1[C:12]1[N:17]=[CH:16][C:15]2[C:18]([I:27])=[N:19][N:20]([CH:21]3[CH2:26][CH2:25][CH2:24][CH2:23][O:22]3)[C:14]=2[CH:13]=1.S(Cl)([Cl:31])(=O)=O, predict the reaction product. The product is: [Cl:31][C:4]1[C:5]([O:10][CH3:11])=[CH:6][C:7]([O:8][CH3:9])=[C:2]([F:1])[C:3]=1[C:12]1[N:17]=[CH:16][C:15]2[C:18]([I:27])=[N:19][N:20]([CH:21]3[CH2:26][CH2:25][CH2:24][CH2:23][O:22]3)[C:14]=2[CH:13]=1. (3) Given the reactants [CH2:1]([C:3]1[C:4]([NH:16][C:17]2[CH:22]=[CH:21][C:20]([CH2:23][C:24]([O:26][CH2:27][CH3:28])=[O:25])=[CH:19][CH:18]=2)=[N:5][C:6]([C:10]2[S:11][C:12](I)=[CH:13][CH:14]=2)=[N:7][C:8]=1[CH3:9])[CH3:2].[CH3:29][O:30][CH2:31][C:32]#[CH:33].C(N(CC)CC)C, predict the reaction product. The product is: [CH2:1]([C:3]1[C:4]([NH:16][C:17]2[CH:22]=[CH:21][C:20]([CH2:23][C:24]([O:26][CH2:27][CH3:28])=[O:25])=[CH:19][CH:18]=2)=[N:5][C:6]([C:10]2[S:11][C:12]([C:33]#[C:32][CH2:31][O:30][CH3:29])=[CH:13][CH:14]=2)=[N:7][C:8]=1[CH3:9])[CH3:2]. (4) Given the reactants [C:1]1([CH2:7][C:8]([O:10]CC)=O)[CH:6]=[CH:5][CH:4]=[CH:3][CH:2]=1.[CH3:13][C:14]([CH3:16])=[O:15].Cl, predict the reaction product. The product is: [C:1]1([CH2:7][C:8](=[O:10])[CH2:13][C:14](=[O:15])[CH3:16])[CH:2]=[CH:3][CH:4]=[CH:5][CH:6]=1. (5) Given the reactants [CH3:1][O:2][C:3]1[CH:4]=[C:5]2[C:10](=[CH:11][C:12]=1[O:13][CH3:14])[N:9]=[CH:8][N:7]=[C:6]2[S:15][C:16]1[CH:17]=[C:18]([CH:20]=[CH:21][CH:22]=1)[NH2:19].[C:23]([C:27]1[CH:32]=[CH:31][C:30]([N:33]=[C:34]=[O:35])=[CH:29][CH:28]=1)([CH3:26])([CH3:25])[CH3:24], predict the reaction product. The product is: [C:23]([C:27]1[CH:32]=[CH:31][C:30]([NH:33][C:34]([NH:19][C:18]2[CH:20]=[CH:21][CH:22]=[C:16]([S:15][C:6]3[C:5]4[C:10](=[CH:11][C:12]([O:13][CH3:14])=[C:3]([O:2][CH3:1])[CH:4]=4)[N:9]=[CH:8][N:7]=3)[CH:17]=2)=[O:35])=[CH:29][CH:28]=1)([CH3:26])([CH3:24])[CH3:25]. (6) Given the reactants [Cl:1][C:2]1[CH:10]=[CH:9][C:8]2[NH:7][C:6]3[CH2:11][CH2:12][N:13]([CH3:15])[CH2:14][C:5]=3[C:4]=2[CH:3]=1.[OH-].[K+].Br[CH2:19][C:20]1([C:25]2[CH:30]=[CH:29][C:28]([F:31])=[CH:27][CH:26]=2)[O:24][CH2:23][CH2:22][O:21]1.O, predict the reaction product. The product is: [Cl:1][C:2]1[CH:10]=[CH:9][C:8]2[N:7]([CH2:19][C:20]3([C:25]4[CH:30]=[CH:29][C:28]([F:31])=[CH:27][CH:26]=4)[O:21][CH2:22][CH2:23][O:24]3)[C:6]3[CH2:11][CH2:12][N:13]([CH3:15])[CH2:14][C:5]=3[C:4]=2[CH:3]=1. (7) Given the reactants [Br:1][C:2]1[C:3]([C:29]2[CH:30]=[N:31][C:32]([C:35]([F:38])([F:37])[F:36])=[N:33][CH:34]=2)=[CH:4][C:5]([CH2:11][NH:12][C:13]([C@H:15]2[N:19](C(OC(C)(C)C)=O)[C@@H:18]([CH3:27])[C@H:17]([F:28])[CH2:16]2)=[O:14])=[N:6][C:7]=1[CH:8]1[CH2:10][CH2:9]1.Cl, predict the reaction product. The product is: [Br:1][C:2]1[C:3]([C:29]2[CH:30]=[N:31][C:32]([C:35]([F:37])([F:36])[F:38])=[N:33][CH:34]=2)=[CH:4][C:5]([CH2:11][NH:12][C:13]([C@@H:15]2[CH2:16][C@@H:17]([F:28])[C@H:18]([CH3:27])[NH:19]2)=[O:14])=[N:6][C:7]=1[CH:8]1[CH2:10][CH2:9]1. (8) The product is: [Cl:1][C:2]1[N:7]=[C:6]([NH:9][C:10]2[CH:11]=[C:12]([C:17](=[O:19])[CH3:18])[CH:13]=[CH:14][C:15]=2[CH3:16])[CH:5]=[CH:4][N:3]=1. Given the reactants [Cl:1][C:2]1[N:7]=[C:6](Cl)[CH:5]=[CH:4][N:3]=1.[NH2:9][C:10]1[CH:11]=[C:12]([C:17](=[O:19])[CH3:18])[CH:13]=[CH:14][C:15]=1[CH3:16].CCN(C(C)C)C(C)C, predict the reaction product. (9) Given the reactants Cl.[Br:2][C:3]1[CH:4]=[C:5]2[C:9](=[CH:10][CH:11]=1)[C:8]([OH:17])([C:12](=[NH:16])[O:13]CC)[CH2:7][CH2:6]2.C(N(CC)CC)C.Cl[C:26](Cl)([O:28]C(=O)OC(Cl)(Cl)Cl)Cl, predict the reaction product. The product is: [Br:2][C:3]1[CH:4]=[C:5]2[C:9](=[CH:10][CH:11]=1)[C@:8]1([O:17][C:26](=[O:28])[NH:13][C:12]1=[O:16])[CH2:7][CH2:6]2.[Br:2][C:3]1[CH:4]=[C:5]2[C:9](=[CH:10][CH:11]=1)[C@@:8]1([O:17][C:26](=[O:28])[NH:13][C:12]1=[O:16])[CH2:7][CH2:6]2.